From a dataset of Catalyst prediction with 721,799 reactions and 888 catalyst types from USPTO. Predict which catalyst facilitates the given reaction. (1) Product: [C:20]([NH:5][CH2:4][C:3]1[C:2]([Br:1])=[CH:9][C:8]([C:10]([OH:12])=[O:11])=[CH:7][C:6]=1[Br:13])([O:22][CH2:23][CH:24]1[C:25]2[C:30](=[CH:29][CH:28]=[CH:27][CH:26]=2)[C:31]2[C:36]1=[CH:35][CH:34]=[CH:33][CH:32]=2)=[O:21]. Reactant: [Br:1][C:2]1[CH:9]=[C:8]([C:10]([OH:12])=[O:11])[CH:7]=[C:6]([Br:13])[C:3]=1[CH2:4][NH2:5].C([O-])([O-])=O.[Na+].[Na+].[C:20](ON1C(=O)CCC1=O)([O:22][CH2:23][CH:24]1[C:36]2[C:31](=[CH:32][CH:33]=[CH:34][CH:35]=2)[C:30]2[C:25]1=[CH:26][CH:27]=[CH:28][CH:29]=2)=[O:21]. The catalyst class is: 12. (2) Reactant: [CH:1]1[C:13]2[CH:12]([CH2:14][O:15][C:16](=[O:37])[NH:17][C:18]3[CH:23]=[CH:22][C:21]([S:24][C:25]4[CH:30]=[CH:29][C:28]([C:31](Cl)=[O:32])=[CH:27][C:26]=4[N+:34]([O-:36])=[O:35])=[CH:20][CH:19]=3)[C:11]3[C:6](=[CH:7][CH:8]=[CH:9][CH:10]=3)[C:5]=2[CH:4]=[CH:3][CH:2]=1.Cl.[NH2:39][C:40]1[S:44][N:43]=[C:42]([CH3:45])[CH:41]=1.C(N(C(C)C)CC)(C)C. Product: [CH:1]1[C:13]2[CH:12]([CH2:14][O:15][C:16](=[O:37])[NH:17][C:18]3[CH:23]=[CH:22][C:21]([S:24][C:25]4[CH:30]=[CH:29][C:28]([C:31](=[O:32])[NH:39][C:40]5[S:44][N:43]=[C:42]([CH3:45])[CH:41]=5)=[CH:27][C:26]=4[N+:34]([O-:36])=[O:35])=[CH:20][CH:19]=3)[C:11]3[C:6](=[CH:7][CH:8]=[CH:9][CH:10]=3)[C:5]=2[CH:4]=[CH:3][CH:2]=1. The catalyst class is: 54. (3) Reactant: [CH3:1][C:2]1[O:6][C:5]([CH2:7][C:8](=[O:10])[CH3:9])=[N:4][N:3]=1.Br[CH2:12][CH2:13]Br.C(=O)([O-])[O-].[K+].[K+]. Product: [CH3:1][C:2]1[O:6][C:5]([C:7]2([C:8](=[O:10])[CH3:9])[CH2:13][CH2:12]2)=[N:4][N:3]=1. The catalyst class is: 21.